Dataset: Peptide-MHC class I binding affinity with 185,985 pairs from IEDB/IMGT. Task: Regression. Given a peptide amino acid sequence and an MHC pseudo amino acid sequence, predict their binding affinity value. This is MHC class I binding data. (1) The peptide sequence is RVYAHVRSV. The MHC is HLA-C04:01 with pseudo-sequence HLA-C04:01. The binding affinity (normalized) is 0.213. (2) The peptide sequence is IFRRDQIWF. The MHC is HLA-B08:01 with pseudo-sequence HLA-B08:01. The binding affinity (normalized) is 0.0847.